Dataset: Catalyst prediction with 721,799 reactions and 888 catalyst types from USPTO. Task: Predict which catalyst facilitates the given reaction. (1) Reactant: [CH2:1]([S:3]([C:6]1[CH:7]=[C:8]([C:12]2[CH:20]=[C:19]([C:21]([NH:23][CH:24]3[CH2:29][CH2:28][N:27]([CH3:30])[CH2:26][CH2:25]3)=[O:22])[C:18]([CH3:31])=[C:17]3[C:13]=2[C:14]2[CH:35]=[C:34]([CH3:36])[CH:33]=[N:32][C:15]=2[NH:16]3)[CH:9]=[CH:10][CH:11]=1)(=[O:5])=[O:4])[CH3:2].[C:37]1([S:43]([OH:46])(=[O:45])=[O:44])[CH:42]=[CH:41][CH:40]=[CH:39][CH:38]=1. Product: [CH2:1]([S:3]([C:6]1[CH:7]=[C:8]([C:12]2[CH:20]=[C:19]([C:21]([NH:23][CH:24]3[CH2:25][CH2:26][N:27]([CH3:30])[CH2:28][CH2:29]3)=[O:22])[C:18]([CH3:31])=[C:17]3[C:13]=2[C:14]2[CH:35]=[C:34]([CH3:36])[CH:33]=[N:32][C:15]=2[NH:16]3)[CH:9]=[CH:10][CH:11]=1)(=[O:4])=[O:5])[CH3:2].[C:37]1([S:43]([OH:46])(=[O:45])=[O:44])[CH:42]=[CH:41][CH:40]=[CH:39][CH:38]=1.[CH2:1]([S:3]([C:6]1[CH:7]=[C:8]([C:12]2[CH:20]=[C:19]([C:21]([NH:23][CH:24]3[CH2:25][CH2:26][N:27]([CH3:30])[CH2:28][CH2:29]3)=[O:22])[C:18]([CH3:31])=[C:17]3[C:13]=2[C:14]2[CH:35]=[C:34]([CH3:36])[CH:33]=[N:32][C:15]=2[NH:16]3)[CH:9]=[CH:10][CH:11]=1)(=[O:4])=[O:5])[CH3:2]. The catalyst class is: 47. (2) The catalyst class is: 490. Reactant: [CH:1]([N:4]1[N:8]=[N:7][C:6]([C:9]2[CH:14]=[CH:13][CH:12]=[C:11]([N+:15]([O-])=O)[CH:10]=2)=[N:5]1)([CH3:3])[CH3:2].[Cl-].[NH4+]. Product: [CH:1]([N:4]1[N:8]=[N:7][C:6]([C:9]2[CH:10]=[C:11]([CH:12]=[CH:13][CH:14]=2)[NH2:15])=[N:5]1)([CH3:3])[CH3:2]. (3) Reactant: [C:1]1([CH2:7][CH2:8][C:9](=O)[CH3:10])[CH:6]=[CH:5][CH:4]=[CH:3][CH:2]=1.[C:12]([CH2:14][C:15]([O:17][CH3:18])=[O:16])#[N:13].C(O)(=O)C.C([O-])(=O)C.[NH4+]. Product: [C:12]([C:14](=[C:9]([CH3:10])[CH2:8][CH2:7][C:1]1[CH:6]=[CH:5][CH:4]=[CH:3][CH:2]=1)[C:15]([O:17][CH3:18])=[O:16])#[N:13]. The catalyst class is: 11. (4) Reactant: [CH2:1]([N:8]([CH:36]([CH:38]1[CH2:40][CH2:39]1)[CH3:37])[C:9](=[O:35])[CH2:10][N:11]1[C:32](=[O:33])[C@:14]2([C:22]3[C:17](=[CH:18][C:19]([NH:23][C:24]([C:26]4[CH:27]=[N:28][O:29][C:30]=4[CH3:31])=[O:25])=[CH:20][CH:21]=3)[CH2:16][CH2:15]2)[NH:13][C:12]1=[O:34])[C:2]1[CH:7]=[CH:6][CH:5]=[CH:4][CH:3]=1.O.Cl. Product: [CH2:1]([N:8]([C@H:36]([CH:38]1[CH2:39][CH2:40]1)[CH3:37])[C:9](=[O:35])[CH2:10][N:11]1[C:32](=[O:33])[C:14]2([C:22]3[C:17](=[CH:18][C:19]([NH:23][C:24](=[O:25])[CH:26]([C:27]#[N:28])[C:30](=[O:29])[CH3:31])=[CH:20][CH:21]=3)[CH2:16][CH2:15]2)[NH:13][C:12]1=[O:34])[C:2]1[CH:3]=[CH:4][CH:5]=[CH:6][CH:7]=1. The catalyst class is: 5.